Dataset: Full USPTO retrosynthesis dataset with 1.9M reactions from patents (1976-2016). Task: Predict the reactants needed to synthesize the given product. (1) Given the product [NH:1]([C:2]1[CH:6]=[CH:5][O:4][C:3]=1[C:7]([O:9][CH2:10][CH3:18])=[O:8])[C:16]([NH2:15])=[O:17], predict the reactants needed to synthesize it. The reactants are: [NH2:1][C:2]1[CH:6]=[CH:5][O:4][C:3]=1[C:7]([O:9][CH3:10])=[O:8].ClS([N:15]=[C:16]=[O:17])(=O)=O.[C:18]([O-])(O)=O.[Na+]. (2) Given the product [CH3:8][N:9]1[CH2:14][CH2:13][C:12]2([S:4][CH2:3][C@@H:2]([C:5]([OH:7])=[O:6])[NH:1]2)[CH2:11][CH2:10]1, predict the reactants needed to synthesize it. The reactants are: [NH2:1][C@H:2]([C:5]([OH:7])=[O:6])[CH2:3][SH:4].[CH3:8][N:9]1[CH2:14][CH2:13][C:12](=O)[CH2:11][CH2:10]1. (3) Given the product [CH2:13]([N:20]1[CH2:25][CH2:24][O:23][CH:22]([C:26]2([C:28]3[CH:33]=[CH:32][CH:31]=[CH:30][CH:29]=3)[CH2:9][O:27]2)[CH2:21]1)[C:14]1[CH:15]=[CH:16][CH:17]=[CH:18][CH:19]=1, predict the reactants needed to synthesize it. The reactants are: [I-].C[S+](C)(C)=O.[H-].[Na+].[CH3:9]S(C)=O.[CH2:13]([N:20]1[CH2:25][CH2:24][O:23][CH:22]([C:26]([C:28]2[CH:33]=[CH:32][CH:31]=[CH:30][CH:29]=2)=[O:27])[CH2:21]1)[C:14]1[CH:19]=[CH:18][CH:17]=[CH:16][CH:15]=1.